This data is from Full USPTO retrosynthesis dataset with 1.9M reactions from patents (1976-2016). The task is: Predict the reactants needed to synthesize the given product. (1) Given the product [NH2:9][C:7]1[CH:6]=[CH:5][C:4]([CH:12]2[CH2:17][CH2:16][N:15]([C:18]([O:20][C:21]([CH3:22])([CH3:23])[CH3:24])=[O:19])[CH2:14][CH2:13]2)=[C:3]([O:2][CH3:1])[CH:8]=1, predict the reactants needed to synthesize it. The reactants are: [CH3:1][O:2][C:3]1[CH:8]=[C:7]([N+:9]([O-])=O)[CH:6]=[CH:5][C:4]=1[C:12]1[CH2:13][CH2:14][N:15]([C:18]([O:20][C:21]([CH3:24])([CH3:23])[CH3:22])=[O:19])[CH2:16][CH:17]=1.C(O)C. (2) Given the product [C:1]1([C:7]2[N:8]=[C:9]([NH:12][C:13]([NH2:15])=[S:14])[S:10][CH:11]=2)[CH:2]=[CH:3][CH:4]=[CH:5][CH:6]=1, predict the reactants needed to synthesize it. The reactants are: [C:1]1([C:7]2[N:8]=[C:9]([NH:12][C:13]([NH:15]C(=O)C3C=CC=CC=3)=[S:14])[S:10][CH:11]=2)[CH:6]=[CH:5][CH:4]=[CH:3][CH:2]=1.O.